This data is from Reaction yield outcomes from USPTO patents with 853,638 reactions. The task is: Predict the reaction yield, written as a fraction of the theoretical maximum amount of product (1.0 means a 100% yield; for example, 0.34 means a 34% yield). The reactants are C([O:8][C:9]1[CH:14]=[CH:13][C:12]([N:15]([C:17]2[CH:22]=[CH:21][C:20]([CH:23]([O:25][CH3:26])[CH3:24])=[CH:19][CH:18]=2)[CH3:16])=[CH:11][CH:10]=1)C1C=CC=CC=1. The catalyst is C1COCC1.[Pd]. The product is [CH3:26][O:25][CH:23]([C:20]1[CH:21]=[CH:22][C:17]([N:15]([CH3:16])[C:12]2[CH:13]=[CH:14][C:9]([OH:8])=[CH:10][CH:11]=2)=[CH:18][CH:19]=1)[CH3:24]. The yield is 0.500.